Dataset: Catalyst prediction with 721,799 reactions and 888 catalyst types from USPTO. Task: Predict which catalyst facilitates the given reaction. (1) Reactant: [NH2:1][C:2]1[C:11]([C:12]([NH:14][C:15]2[CH:16]=[N:17][CH:18]=[C:19]([F:42])[C:20]=2[N:21]2[CH2:26][CH2:25][CH:24]([C:27]([N:29]3[CH2:34][CH2:33][N:32](C(OC(C)(C)C)=O)[CH2:31][CH2:30]3)=[O:28])[CH2:23][CH2:22]2)=[O:13])=[C:5]2[N:6]=[CH:7][C:8]([F:10])=[CH:9][N:4]2[N:3]=1.C(O)(C(F)(F)F)=O. Product: [NH2:1][C:2]1[C:11]([C:12]([NH:14][C:15]2[CH:16]=[N:17][CH:18]=[C:19]([F:42])[C:20]=2[N:21]2[CH2:26][CH2:25][CH:24]([C:27]([N:29]3[CH2:30][CH2:31][NH:32][CH2:33][CH2:34]3)=[O:28])[CH2:23][CH2:22]2)=[O:13])=[C:5]2[N:6]=[CH:7][C:8]([F:10])=[CH:9][N:4]2[N:3]=1. The catalyst class is: 2. (2) The catalyst class is: 5. Reactant: [C:1]([C:4]1[CH:5]=[C:6]([C:10]2[N:11]=[CH:12][N:13]([C:15]([N:17]([CH:19]3[CH2:24][CH2:23][N:22]([CH2:25][C:26]4[CH:31]=[CH:30][CH:29]=[CH:28][C:27]=4[OH:32])[CH2:21][CH2:20]3)[CH3:18])=[O:16])[CH:14]=2)[CH:7]=[CH:8][CH:9]=1)(=[O:3])[NH2:2].[ClH:33].C(OCC)C. Product: [ClH:33].[C:1]([C:4]1[CH:5]=[C:6]([C:10]2[N:11]=[CH:12][N:13]([C:15]([N:17]([CH:19]3[CH2:20][CH2:21][N:22]([CH2:25][C:26]4[CH:31]=[CH:30][CH:29]=[CH:28][C:27]=4[OH:32])[CH2:23][CH2:24]3)[CH3:18])=[O:16])[CH:14]=2)[CH:7]=[CH:8][CH:9]=1)(=[O:3])[NH2:2]. (3) Reactant: [NH2:1][C:2]1[CH:7]=[CH:6][C:5]([CH2:8][CH2:9][OH:10])=[CH:4][C:3]=1[F:11].C([O-])(O)=O.[Na+].[C:17](O[C:17]([O:19][C:20]([CH3:23])([CH3:22])[CH3:21])=[O:18])([O:19][C:20]([CH3:23])([CH3:22])[CH3:21])=[O:18].O. Product: [F:11][C:3]1[CH:4]=[C:5]([CH2:8][CH2:9][OH:10])[CH:6]=[CH:7][C:2]=1[NH:1][C:17](=[O:18])[O:19][C:20]([CH3:23])([CH3:22])[CH3:21]. The catalyst class is: 20. (4) Reactant: [CH3:1][S:2]([C:5]1[CH:34]=[CH:33][C:8]([CH2:9][NH:10][C:11]([C:13]2[C:14](=[O:32])[N:15]([C:22]3[CH:27]=[CH:26][CH:25]=[C:24]([C:28]([F:31])([F:30])[F:29])[CH:23]=3)[C:16]([CH3:21])=[C:17]([C:19]#[N:20])[CH:18]=2)=[O:12])=[CH:7][CH:6]=1)(=[O:4])=[O:3].Cl.[NH2:36][OH:37].CC([O-])=O.[Na+].C(O)C. Product: [CH3:1][S:2]([C:5]1[CH:6]=[CH:7][C:8]([CH2:9][NH:10][C:11]([C:13]2[C:14](=[O:32])[N:15]([C:22]3[CH:27]=[CH:26][CH:25]=[C:24]([C:28]([F:31])([F:30])[F:29])[CH:23]=3)[C:16]([CH3:21])=[C:17]([C:19](=[NH:20])[NH:36][OH:37])[CH:18]=2)=[O:12])=[CH:33][CH:34]=1)(=[O:4])=[O:3]. The catalyst class is: 6. (5) Reactant: [CH2:1]([CH:3]([CH2:12][CH3:13])[CH2:4][CH:5](C(O)=O)[C:6]([OH:8])=[O:7])[CH3:2]. Product: [CH2:1]([CH:3]([CH2:12][CH3:13])[CH2:4][CH2:5][C:6]([OH:8])=[O:7])[CH3:2]. The catalyst class is: 61. (6) Reactant: Br[C:2]1[C:11]2[C:6](=[CH:7][CH:8]=[CH:9][CH:10]=2)[N:5]=[CH:4][CH:3]=1.[C:27]12(P([C:27]34[CH2:36][CH:31]5C[CH:31]([CH2:36][CH:27](C5)[CH2:34]3)[CH2:34]4)[CH2:34][CH2:27][CH2:36][CH3:31])C[CH:27]3[CH2:36][CH:31](C[CH:31]([CH2:34]3)[CH2:36]1)[CH2:34]2.C1([B-](F)(F)F)CCC1.[K+].C([O-])([O-])=O.[Cs+].[Cs+]. Product: [CH:34]1([C:2]2[C:11]3[C:6](=[CH:7][CH:8]=[CH:9][CH:10]=3)[N:5]=[CH:4][CH:3]=2)[CH2:27][CH2:36][CH2:31]1. The catalyst class is: 874. (7) Reactant: [Cl:1][C:2]1[N:7]=[C:6]([Cl:8])[C:5]([CH2:9]Cl)=[C:4]([CH3:11])[N:3]=1.[CH:12]1[C:19]([CH:20]([CH3:22])[CH3:21])=[CH:18][CH:17]=[C:15]([CH3:16])[C:13]=1[OH:14].CC([O-])(C)C.[K+]. Product: [Cl:1][C:2]1[N:7]=[C:6]([Cl:8])[C:5]([CH2:9][O:14][C:13]2[CH:12]=[C:19]([CH:20]([CH3:21])[CH3:22])[CH:18]=[CH:17][C:15]=2[CH3:16])=[C:4]([CH3:11])[N:3]=1. The catalyst class is: 44. (8) Reactant: C(OC(=O)[NH:7][C:8]1[CH:13]=[C:12]([CH3:14])[C:11]([CH2:15][NH:16][C:17]([C:19]2[O:20][C:21]([CH2:24][C:25]3[CH:30]=[CH:29][CH:28]=[CH:27][CH:26]=3)=[CH:22][N:23]=2)=[O:18])=[C:10]([CH3:31])[N:9]=1)(C)(C)C.C(O)(C(F)(F)F)=O. Product: [NH2:7][C:8]1[N:9]=[C:10]([CH3:31])[C:11]([CH2:15][NH:16][C:17]([C:19]2[O:20][C:21]([CH2:24][C:25]3[CH:30]=[CH:29][CH:28]=[CH:27][CH:26]=3)=[CH:22][N:23]=2)=[O:18])=[C:12]([CH3:14])[CH:13]=1. The catalyst class is: 2. (9) Reactant: C([O:3][C:4](=[O:40])[CH2:5][NH:6][C:7]([C:9]1[N:10]([C:28]2[CH:33]=[CH:32][C:31]([O:34][CH:35]3[CH2:39][CH2:38][CH2:37][CH2:36]3)=[CH:30][CH:29]=2)[C:11]2[C:16]([CH:17]=1)=[CH:15][C:14]([C:18]1[CH:23]=[CH:22][C:21]([C:24]([CH3:27])([CH3:26])[CH3:25])=[CH:20][CH:19]=1)=[CH:13][CH:12]=2)=[O:8])C.[OH-].[Na+].Cl. Product: [C:24]([C:21]1[CH:20]=[CH:19][C:18]([C:14]2[CH:15]=[C:16]3[C:11](=[CH:12][CH:13]=2)[N:10]([C:28]2[CH:33]=[CH:32][C:31]([O:34][CH:35]4[CH2:39][CH2:38][CH2:37][CH2:36]4)=[CH:30][CH:29]=2)[C:9]([C:7]([NH:6][CH2:5][C:4]([OH:40])=[O:3])=[O:8])=[CH:17]3)=[CH:23][CH:22]=1)([CH3:27])([CH3:25])[CH3:26]. The catalyst class is: 127.